This data is from Forward reaction prediction with 1.9M reactions from USPTO patents (1976-2016). The task is: Predict the product of the given reaction. (1) Given the reactants C(OC([N:8]1[CH2:13][CH2:12][N:11]([CH2:14][C:15]2[CH:20]=[CH:19][CH:18]=[C:17]([C:21]3[CH:26]=[CH:25][N:24]=[C:23](Cl)[N:22]=3)[CH:16]=2)[CH:10]([CH3:28])[CH2:9]1)=O)(C)(C)C.[F:29][C:30]1[CH:31]=[C:32]([CH2:37][CH2:38][NH2:39])[CH:33]=[C:34]([F:36])[CH:35]=1, predict the reaction product. The product is: [F:29][C:30]1[CH:31]=[C:32]([CH2:37][CH2:38][NH:39][C:23]2[N:22]=[C:21]([C:17]3[CH:18]=[CH:19][CH:20]=[C:15]([CH2:14][N:11]4[CH2:12][CH2:13][NH:8][CH2:9][C@H:10]4[CH3:28])[CH:16]=3)[CH:26]=[CH:25][N:24]=2)[CH:33]=[C:34]([F:36])[CH:35]=1. (2) The product is: [F:1][C:2]1[CH:3]=[CH:4][C:5]([CH2:6][O:7][C:8]2[CH:13]=[CH:12][N:11]([C:14]3[CH:25]=[CH:24][C:17]([O:18][CH2:19][C:20]4([OH:21])[CH2:32][CH2:31]4)=[C:16]([CH3:35])[CH:15]=3)[C:10](=[O:28])[CH:9]=2)=[CH:29][CH:30]=1. Given the reactants [F:1][C:2]1[CH:30]=[CH:29][C:5]([CH2:6][O:7][C:8]2[CH:13]=[CH:12][N:11]([C:14]3[CH:25]=[CH:24][C:17]([O:18][CH2:19][C:20](OC)=[O:21])=[C:16](CC)[CH:15]=3)[C:10](=[O:28])[CH:9]=2)=[CH:4][CH:3]=1.[CH3:31][CH2:32][Mg+].[Br-].[CH2:35]1COCC1, predict the reaction product.